Dataset: Catalyst prediction with 721,799 reactions and 888 catalyst types from USPTO. Task: Predict which catalyst facilitates the given reaction. (1) Reactant: [Cl:1][C:2]1[S:6][C:5]([S:7]([N:10](S(C2SC(Cl)=CC=2)(=O)=O)[C:11]2[C:19]3[C:14](=[CH:15][CH:16]=[CH:17][C:18]=3[O:20][CH3:21])[N:13]([CH2:22][C:23]3[CH:28]=[CH:27][C:26]([CH2:29][NH:30][C:31](=[O:37])[O:32][C:33]([CH3:36])([CH3:35])[CH3:34])=[CH:25][CH:24]=3)[N:12]=2)(=[O:9])=[O:8])=[CH:4][CH:3]=1.[OH-].[Na+]. Product: [Cl:1][C:2]1[S:6][C:5]([S:7]([NH:10][C:11]2[C:19]3[C:14](=[CH:15][CH:16]=[CH:17][C:18]=3[O:20][CH3:21])[N:13]([CH2:22][C:23]3[CH:28]=[CH:27][C:26]([CH2:29][NH:30][C:31](=[O:37])[O:32][C:33]([CH3:35])([CH3:34])[CH3:36])=[CH:25][CH:24]=3)[N:12]=2)(=[O:8])=[O:9])=[CH:4][CH:3]=1. The catalyst class is: 5. (2) Reactant: [Br:1][C:2]1[CH:3]=[CH:4][C:5]2[S:9][C:8]([NH2:10])=[N:7][C:6]=2[CH:11]=1.[CH2:12]([N:14]=[C:15]=[O:16])[CH3:13]. Product: [Br:1][C:2]1[CH:3]=[CH:4][C:5]2[S:9][C:8]([NH:10][C:15]([NH:14][CH2:12][CH3:13])=[O:16])=[N:7][C:6]=2[CH:11]=1. The catalyst class is: 12.